From a dataset of Full USPTO retrosynthesis dataset with 1.9M reactions from patents (1976-2016). Predict the reactants needed to synthesize the given product. (1) Given the product [O:7]([CH2:15][C:16]([O:18][CH2:19][CH3:20])=[O:17])[C:1]1[CH:6]=[CH:5][CH:4]=[CH:3][CH:2]=1, predict the reactants needed to synthesize it. The reactants are: [C:1]1([OH:7])[CH:6]=[CH:5][CH:4]=[CH:3][CH:2]=1.C(=O)([O-])[O-].[K+].[K+].Br[CH2:15][C:16]([O:18][CH2:19][CH3:20])=[O:17]. (2) Given the product [Cl:1][C:2]1[CH:7]=[CH:6][C:5]([CH:8]([C:26]2[CH:27]=[CH:28][C:29]([Cl:32])=[CH:30][CH:31]=2)[C:9]2[CH:10]=[C:11]3[C:16](=[CH:17][CH:18]=2)[N:15]=[N:14][CH:13]=[C:12]3[NH:19][CH:20]2[CH2:21][CH2:22][N:23]([S:41]([C:44]3[O:48][C:47]([C:49]([O:51][CH3:52])=[O:50])=[CH:46][CH:45]=3)(=[O:42])=[O:43])[CH2:24][CH2:25]2)=[CH:4][CH:3]=1, predict the reactants needed to synthesize it. The reactants are: [Cl:1][C:2]1[CH:7]=[CH:6][C:5]([CH:8]([C:26]2[CH:31]=[CH:30][C:29]([Cl:32])=[CH:28][CH:27]=2)[C:9]2[CH:10]=[C:11]3[C:16](=[CH:17][CH:18]=2)[N:15]=[N:14][CH:13]=[C:12]3[NH:19][CH:20]2[CH2:25][CH2:24][NH:23][CH2:22][CH2:21]2)=[CH:4][CH:3]=1.C(N(CC)CC)C.Cl[S:41]([C:44]1[O:48][C:47]([C:49]([O:51][CH3:52])=[O:50])=[CH:46][CH:45]=1)(=[O:43])=[O:42]. (3) The reactants are: [C:1]([CH:5]([CH:21]1[CH2:24][C:23](=[O:25])[C:22]1(Cl)Cl)[C:6]([C:15]1[CH:20]=[CH:19][CH:18]=[CH:17][CH:16]=1)([C:9]1[CH:14]=[CH:13][CH:12]=[CH:11][CH:10]=1)[O:7][SiH3:8])([CH3:4])([CH3:3])[CH3:2].C(OCC)C. Given the product [C:1]([CH:5]([CH:21]1[CH2:22][C:23](=[O:25])[CH2:24]1)[C:6]([C:15]1[CH:16]=[CH:17][CH:18]=[CH:19][CH:20]=1)([C:9]1[CH:10]=[CH:11][CH:12]=[CH:13][CH:14]=1)[O:7][SiH3:8])([CH3:4])([CH3:2])[CH3:3], predict the reactants needed to synthesize it.